From a dataset of NCI-60 drug combinations with 297,098 pairs across 59 cell lines. Regression. Given two drug SMILES strings and cell line genomic features, predict the synergy score measuring deviation from expected non-interaction effect. Drug 1: C1C(C(OC1N2C=NC3=C(N=C(N=C32)Cl)N)CO)O. Drug 2: C(CCl)NC(=O)N(CCCl)N=O. Cell line: ACHN. Synergy scores: CSS=25.0, Synergy_ZIP=-1.95, Synergy_Bliss=-1.08, Synergy_Loewe=-21.0, Synergy_HSA=-1.40.